Dataset: Full USPTO retrosynthesis dataset with 1.9M reactions from patents (1976-2016). Task: Predict the reactants needed to synthesize the given product. (1) Given the product [O:56]1[CH2:57][CH2:58][O:59][CH2:60][C@H:55]1[CH2:54][N:1]1[C:9]2[C:4](=[CH:5][CH:6]=[CH:7][CH:8]=2)[C:3]2([CH2:13][O:12][C:11]3=[CH:14][C:15]4[CH2:19][CH2:18][O:17][C:16]=4[CH:20]=[C:10]23)[C:2]1=[O:21], predict the reactants needed to synthesize it. The reactants are: [NH:1]1[C:9]2[C:4](=[CH:5][CH:6]=[CH:7][CH:8]=2)[C:3]2([CH2:13][O:12][C:11]3=[CH:14][C:15]4[CH2:19][CH2:18][O:17][C:16]=4[CH:20]=[C:10]23)[C:2]1=[O:21].N1C2C(=CC=CC=2)C2(C3=CC4OCOC=4C=C3OC2)C1=O.CC1C=CC(S(O[CH2:54][C@@H:55]2[CH2:60][O:59][CH2:58][CH2:57][O:56]2)(=O)=O)=CC=1.CC1C=CC(S(OC[C@H]2COCCO2)(=O)=O)=CC=1. (2) Given the product [NH:3]1[C:7]2[CH:8]=[CH:9][CH:10]=[CH:11][C:6]=2[N:5]=[C:4]1[CH:12]([NH2:24])[CH2:13][C:14]1[CH:19]=[CH:18][C:17]([O:20][CH3:21])=[C:16]([F:22])[C:15]=1[F:23], predict the reactants needed to synthesize it. The reactants are: N#N.[NH:3]1[C:7]2[CH:8]=[CH:9][CH:10]=[CH:11][C:6]=2[N:5]=[C:4]1[CH:12]([NH:24]C(=O)OC(C)(C)C)[CH2:13][C:14]1[CH:19]=[CH:18][C:17]([O:20][CH3:21])=[C:16]([F:22])[C:15]=1[F:23].Cl. (3) Given the product [O:24]1[C:23]2[CH:25]=[CH:26][CH:27]=[CH:28][C:22]=2[O:21][CH2:20][CH:19]1[CH2:18][N:14]1[CH2:15][CH2:16][CH2:17][C:12]([CH2:10][OH:9])([CH3:29])[CH2:13]1, predict the reactants needed to synthesize it. The reactants are: [H-].[H-].[H-].[H-].[Li+].[Al+3].C([O:9][C:10]([C:12]1([CH3:29])[CH2:17][CH2:16][CH2:15][N:14]([CH2:18][CH:19]2[O:24][C:23]3[CH:25]=[CH:26][CH:27]=[CH:28][C:22]=3[O:21][CH2:20]2)[CH2:13]1)=O)C.O.